Dataset: Forward reaction prediction with 1.9M reactions from USPTO patents (1976-2016). Task: Predict the product of the given reaction. (1) Given the reactants Cl[C:2]1[N:7]=[C:6]([O:8][CH3:9])[C:5]([N+:10]([O-:12])=[O:11])=[C:4]([O:13][CH3:14])[N:3]=1.C(N(CC)CC)C.[C:22]([O:26][C:27]([N:29]1[CH2:34][CH2:33][NH:32][CH2:31][CH2:30]1)=[O:28])([CH3:25])([CH3:24])[CH3:23], predict the reaction product. The product is: [C:22]([O:26][C:27]([N:29]1[CH2:34][CH2:33][N:32]([C:2]2[N:7]=[C:6]([O:8][CH3:9])[C:5]([N+:10]([O-:12])=[O:11])=[C:4]([O:13][CH3:14])[N:3]=2)[CH2:31][CH2:30]1)=[O:28])([CH3:25])([CH3:23])[CH3:24]. (2) The product is: [Br:1][C:2]1[CH:8]=[C:7]2[C:5](=[CH:4][C:3]=1[F:9])[N:6]=[CH:14][CH:12]=[CH:11]2. Given the reactants [Br:1][C:2]1[CH:8]=[CH:7][C:5]([NH2:6])=[CH:4][C:3]=1[F:9].O[CH2:11][CH:12]([CH2:14]O)O.[N+](C1C=CC=CC=1)([O-])=O.S(=O)(=O)(O)O, predict the reaction product. (3) Given the reactants [CH3:1][C:2]1([CH3:29])[C:22]2[C:9](=[CH:10][C:11]3[CH:12]=[C:13]4[C:18](=[C:19]([C:23]5[CH:28]=[CH:27][CH:26]=[CH:25][CH:24]=5)[C:20]=3[CH:21]=2)[CH:17]=[CH:16][CH:15]=[CH:14]4)[C:8]2[C:3]1=[CH:4][CH:5]=[CH:6][CH:7]=2.[Br:30]N1C(=O)CCC1=O, predict the reaction product. The product is: [Br:30][C:12]1[C:11]2[CH:10]=[C:9]3[C:8]4[C:3]([C:2]([CH3:29])([CH3:1])[C:22]3=[CH:21][C:20]=2[C:19]([C:23]2[CH:28]=[CH:27][CH:26]=[CH:25][CH:24]=2)=[C:18]2[C:13]=1[CH:14]=[CH:15][CH:16]=[CH:17]2)=[CH:4][CH:5]=[CH:6][CH:7]=4. (4) Given the reactants ON1C2N=CC=CC=2N=N1.[O:11]1[CH2:16][CH2:15][CH:14]([CH2:17][NH2:18])[CH2:13][CH2:12]1.N=C=N.[Cl:22][C:23]1[CH:28]=[C:27]([Cl:29])[CH:26]=[CH:25][C:24]=1[NH:30][C:31]1[CH:39]=[C:38]([C:40]([F:43])([F:42])[F:41])[C:34]([C:35](O)=[O:36])=[CH:33][N:32]=1, predict the reaction product. The product is: [Cl:22][C:23]1[CH:28]=[C:27]([Cl:29])[CH:26]=[CH:25][C:24]=1[NH:30][C:31]1[CH:39]=[C:38]([C:40]([F:43])([F:41])[F:42])[C:34]([C:35]([NH:18][CH2:17][CH:14]2[CH2:15][CH2:16][O:11][CH2:12][CH2:13]2)=[O:36])=[CH:33][N:32]=1.